Dataset: Reaction yield outcomes from USPTO patents with 853,638 reactions. Task: Predict the reaction yield, written as a fraction of the theoretical maximum amount of product (1.0 means a 100% yield; for example, 0.34 means a 34% yield). (1) The reactants are [OH:1][C:2]1[CH:3]=[C:4]([CH:9]=[CH:10][C:11]=1[OH:12])[CH:5]=[CH:6][CH:7]=O.[C:13]([CH2:15][C:16]([N-:18][CH2:19][C:20]1[CH:25]=[CH:24][CH:23]=[CH:22][CH:21]=1)=[O:17])#[N:14].N1CCCCC1.Cl. The catalyst is C(O)C.O. The product is [CH2:19]([NH:18][C:16](/[C:15](=[CH:7]/[CH:6]=[CH:5]/[C:4]1[CH:9]=[CH:10][C:11]([OH:12])=[C:2]([OH:1])[CH:3]=1)/[C:13]#[N:14])=[O:17])[C:20]1[CH:25]=[CH:24][CH:23]=[CH:22][CH:21]=1. The yield is 0.680. (2) The reactants are [CH:1]1([CH:7]([NH:19][C:20]2[CH:21]=[CH:22][C:23]([C:26]([O:28]C)=[O:27])=[N:24][CH:25]=2)[C:8]2[O:9][C:10]3[CH:17]=[CH:16][C:15]([F:18])=[CH:14][C:11]=3[C:12]=2[CH3:13])[CH2:6][CH2:5][CH2:4][CH2:3][CH2:2]1.C(O)C.[OH-].[Na+]. The catalyst is O1CCCC1. The product is [CH:1]1([CH:7]([NH:19][C:20]2[CH:21]=[CH:22][C:23]([C:26]([OH:28])=[O:27])=[N:24][CH:25]=2)[C:8]2[O:9][C:10]3[CH:17]=[CH:16][C:15]([F:18])=[CH:14][C:11]=3[C:12]=2[CH3:13])[CH2:6][CH2:5][CH2:4][CH2:3][CH2:2]1. The yield is 0.860. (3) The catalyst is C1COCC1.C(Cl)Cl. The product is [OH:15][C@:16]1([C:3]2[CH:12]=[CH:11][C:10]3[C:5](=[CH:6][C:7]([CH:13]=[CH2:14])=[CH:8][CH:9]=3)[CH:4]=2)[CH2:20][N:19]([C:21]([O:23][CH2:24][CH2:25][Si:26]([CH3:28])([CH3:29])[CH3:27])=[O:22])[C@H:18]([C:30]([O:32][CH3:33])=[O:31])[CH2:17]1. The yield is 0.270. The reactants are [Mg].Br[C:3]1[CH:12]=[CH:11][C:10]2[C:5](=[CH:6][C:7]([CH:13]=[CH2:14])=[CH:8][CH:9]=2)[CH:4]=1.[O:15]=[C:16]1[CH2:20][N:19]([C:21]([O:23][CH2:24][CH2:25][Si:26]([CH3:29])([CH3:28])[CH3:27])=[O:22])[C@H:18]([C:30]([O:32][CH3:33])=[O:31])[CH2:17]1. (4) The reactants are [CH2:1]1[C:4]2([O:9][CH2:8][CH:7]([CH2:10][O:11][C:12]3[C:17]([CH3:18])=[CH:16][N:15]=[C:14]([CH2:19][S:20][C:21]4[NH:25][C:24]5[CH:26]=[CH:27][CH:28]=[CH:29][C:23]=5[N:22]=4)[C:13]=3[CH3:30])[CH2:6][O:5]2)[CH2:3][CH2:2]1.ClC1C=CC=C(C(OO)=[O:39])C=1.C(=O)([O-])O.[Na+]. The catalyst is CO.C1(C)C=CC=CC=1. The product is [CH2:3]1[C:4]2([O:5][CH2:6][CH:7]([CH2:10][O:11][C:12]3[C:17]([CH3:18])=[CH:16][N:15]=[C:14]([CH2:19][S:20]([C:21]4[NH:22][C:23]5[CH:29]=[CH:28][CH:27]=[CH:26][C:24]=5[N:25]=4)=[O:39])[C:13]=3[CH3:30])[CH2:8][O:9]2)[CH2:1][CH2:2]1. The yield is 0.861. (5) The reactants are CC(C)(C[N:6]1[C:14]2[C:9](=[CH:10][C:11]([S:15]([N:18]3[CH2:22][CH2:21][CH2:20][CH2:19]3)(=[O:17])=[O:16])=[CH:12][CH:13]=2)[C:8]2(OCCC[O:23]2)[C:7]1=[O:28])C#N.N.C1COCC1.[H][H]. The catalyst is [Ni].CCO. The product is [N:18]1([S:15]([C:11]2[CH:10]=[C:9]3[C:14](=[CH:13][CH:12]=2)[NH:6][C:7](=[O:28])[C:8]3=[O:23])(=[O:17])=[O:16])[CH2:22][CH2:21][CH2:20][CH2:19]1. The yield is 0.450.